From a dataset of Forward reaction prediction with 1.9M reactions from USPTO patents (1976-2016). Predict the product of the given reaction. (1) Given the reactants [C:1]([C:3]1[CH:43]=[CH:42][C:6]([CH2:7][C@@:8]2([CH3:41])[N:12]3[C:13]([S:16]([N:19]4[CH2:23][CH2:22][CH2:21][C@H:20]4[C:24]([NH:26][C@H:27]([CH3:31])[C:28](O)=O)=[O:25])(=[O:18])=[O:17])=[CH:14][N:15]=[C:11]3[N:10]([C:32]3[CH:37]=[C:36]([Cl:38])[CH:35]=[C:34]([Cl:39])[CH:33]=3)[C:9]2=[O:40])=[CH:5][CH:4]=1)#[N:2].CN(C([O:51]N1N=NC2C=CC=NC1=2)=[N+](C)C)C.F[P-](F)(F)(F)(F)F.CCN(C(C)C)[CH:71]([CH3:73])[CH3:72].NC1C=CC=CC=1.[F-].C([N+](CCCC)(CCCC)CCCC)CCC, predict the reaction product. The product is: [OH:51][C:71]1[CH:73]=[CH:28][C:27]([NH:26][C:24]([C@@H:20]2[CH2:21][CH2:22][CH2:23][N:19]2[S:16]([C:13]2[N:12]3[C@@:8]([CH2:7][C:6]4[CH:5]=[CH:4][C:3]([C:1]#[N:2])=[CH:43][CH:42]=4)([CH3:41])[C:9](=[O:40])[N:10]([C:32]4[CH:37]=[C:36]([Cl:38])[CH:35]=[C:34]([Cl:39])[CH:33]=4)[C:11]3=[N:15][CH:14]=2)(=[O:18])=[O:17])=[O:25])=[CH:31][CH:72]=1. (2) Given the reactants [OH:1][C:2]1[CH:11]=[CH:10][C:5]([C:6]([O:8][CH3:9])=[O:7])=[CH:4][C:3]=1[C:12]([O:14][CH3:15])=[O:13].C(N(CC)CC)C.[S:23](O[S:23]([C:26]([F:29])([F:28])[F:27])(=[O:25])=[O:24])([C:26]([F:29])([F:28])[F:27])(=[O:25])=[O:24], predict the reaction product. The product is: [F:27][C:26]([F:29])([F:28])[S:23]([O:1][C:2]1[CH:11]=[CH:10][C:5]([C:6]([O:8][CH3:9])=[O:7])=[CH:4][C:3]=1[C:12]([O:14][CH3:15])=[O:13])(=[O:25])=[O:24]. (3) Given the reactants [OH:1][C:2]1[CH:11]=[C:10]2[C:5]([C:6]([NH:12][C:13]3[CH:21]=[C:20]4[C:16]([CH:17]=[CH:18][NH:19]4)=[CH:15][CH:14]=3)=[N:7][CH:8]=[N:9]2)=[CH:4][C:3]=1[O:22][CH3:23].O[CH2:25][C:26]1[CH:27]=[N:28][CH:29]=[CH:30][CH:31]=1, predict the reaction product. The product is: [NH:19]1[C:20]2[C:16](=[CH:15][CH:14]=[C:13]([NH:12][C:6]3[C:5]4[C:10](=[CH:11][C:2]([O:1][CH2:25][C:26]5[CH:27]=[N:28][CH:29]=[CH:30][CH:31]=5)=[C:3]([O:22][CH3:23])[CH:4]=4)[N:9]=[CH:8][N:7]=3)[CH:21]=2)[CH:17]=[CH:18]1.